From a dataset of Forward reaction prediction with 1.9M reactions from USPTO patents (1976-2016). Predict the product of the given reaction. (1) Given the reactants [OH:1][C:2]1[CH:7]=[CH:6][C:5]([C:8]2[CH:9]=[CH:10][C:11]3[C:17](=[O:18])[NH:16][C:15]4[CH:19]=[C:20]([CH2:23][CH2:24][O:25][C:26]5[CH:31]=[CH:30][C:29]([N:32]6[CH2:37][CH2:36][O:35][CH2:34][CH2:33]6)=[CH:28][CH:27]=5)[CH:21]=[CH:22][C:14]=4[NH:13][C:12]=3[CH:38]=2)=[CH:4][C:3]=1[O:39][CH3:40].Br[CH2:42][CH2:43][CH2:44][N:45]1[C:49](=[O:50])[C:48]2=[CH:51][CH:52]=[CH:53][CH:54]=[C:47]2[C:46]1=[O:55].[OH-].[K+], predict the reaction product. The product is: [CH3:40][O:39][C:3]1[CH:4]=[C:5]([C:8]2[CH:9]=[CH:10][C:11]3[C:17](=[O:18])[NH:16][C:15]4[CH:19]=[C:20]([CH2:23][CH2:24][O:25][C:26]5[CH:31]=[CH:30][C:29]([N:32]6[CH2:33][CH2:34][O:35][CH2:36][CH2:37]6)=[CH:28][CH:27]=5)[CH:21]=[CH:22][C:14]=4[NH:13][C:12]=3[CH:38]=2)[CH:6]=[CH:7][C:2]=1[O:1][CH2:42][CH2:43][CH2:44][N:45]1[C:49](=[O:50])[C:48]2[C:47](=[CH:54][CH:53]=[CH:52][CH:51]=2)[C:46]1=[O:55]. (2) Given the reactants C(OC([N:8]1[CH2:12][CH2:11][CH2:10][CH:9]1C(O)=O)=O)(C)(C)C.CO[C:18](=[O:27])[C:19]1[CH:24]=[CH:23][C:22]([Cl:25])=[CH:21][C:20]=1[NH2:26].C1CN([P+](Br)(N2CCCC2)N2CCCC2)CC1.F[P-](F)(F)(F)(F)F.C([N:55]([CH:58]([CH3:60])C)[CH2:56]C)(C)C.C(OC(N1[CH2:72][CH2:71][CH2:70][CH:69]1[C:73](=O)NC1C=C(Cl)C=CC=1C(OC)=O)=O)(C)(C)C, predict the reaction product. The product is: [CH2:58]([N:55]1[C:18](=[O:27])[C:19]2[C:20](=[CH:21][C:22]([Cl:25])=[CH:23][CH:24]=2)[N:26]([CH:9]2[CH2:10][CH2:11][CH2:12][NH:8]2)[CH2:56]1)[C:60]1[CH:72]=[CH:71][CH:70]=[CH:69][CH:73]=1.